Dataset: Full USPTO retrosynthesis dataset with 1.9M reactions from patents (1976-2016). Task: Predict the reactants needed to synthesize the given product. (1) Given the product [F:1][C:2]1[C:12]([NH:13][CH2:14][C:15]2[CH:20]=[C:19]([OH:21])[CH:18]=[C:17]([C:23]3[CH:28]=[CH:27][CH:26]=[C:25]([F:29])[CH:24]=3)[C:16]=2[F:30])=[C:11]([F:31])[CH:10]=[CH:9][C:3]=1[O:4][CH2:5][C:6]([O:8][CH2:36][CH3:37])=[O:7], predict the reactants needed to synthesize it. The reactants are: [F:1][C:2]1[C:12]([NH:13][CH2:14][C:15]2[CH:20]=[C:19]([O:21]C)[CH:18]=[C:17]([C:23]3[CH:28]=[CH:27][CH:26]=[C:25]([F:29])[CH:24]=3)[C:16]=2[F:30])=[C:11]([F:31])[CH:10]=[CH:9][C:3]=1[O:4][CH2:5][C:6]([O-:8])=[O:7].[Al+3].[Cl-].[Cl-].[Cl-].[CH2:36](S)[CH3:37].O. (2) The reactants are: C[O:2][C:3](=[O:22])[C:4]1[CH:9]=[CH:8][C:7]([NH:10][CH2:11][C:12]2[C:13]([CH2:18][CH2:19][CH2:20][CH3:21])=[N:14][O:15][C:16]=2[CH3:17])=[N:6][CH:5]=1.O.[OH-].[Li+].Cl. Given the product [CH2:18]([C:13]1[C:12]([CH2:11][NH:10][C:7]2[CH:8]=[CH:9][C:4]([C:3]([OH:22])=[O:2])=[CH:5][N:6]=2)=[C:16]([CH3:17])[O:15][N:14]=1)[CH2:19][CH2:20][CH3:21], predict the reactants needed to synthesize it.